From a dataset of Forward reaction prediction with 1.9M reactions from USPTO patents (1976-2016). Predict the product of the given reaction. Given the reactants [OH:1][C:2]1[CH:3]=[C:4]([CH:15]=[CH:16][CH:17]=1)[O:5][C:6]1[CH:14]=[CH:13][C:9]([C:10]([OH:12])=[O:11])=[CH:8][CH:7]=1.[H-].[Na+].[N+:20]([C:23]1[CH:28]=[C:27]([S:29]([C:32]([F:35])([F:34])[F:33])(=[O:31])=[O:30])[CH:26]=[CH:25][C:24]=1Cl)([O-:22])=[O:21], predict the reaction product. The product is: [N+:20]([C:23]1[CH:28]=[C:27]([S:29]([C:32]([F:35])([F:33])[F:34])(=[O:30])=[O:31])[CH:26]=[CH:25][C:24]=1[O:1][C:2]1[CH:3]=[C:4]([CH:15]=[CH:16][CH:17]=1)[O:5][C:6]1[CH:14]=[CH:13][C:9]([C:10]([OH:12])=[O:11])=[CH:8][CH:7]=1)([O-:22])=[O:21].